Task: Predict the reactants needed to synthesize the given product.. Dataset: Full USPTO retrosynthesis dataset with 1.9M reactions from patents (1976-2016) (1) Given the product [Si:1]([O:8][CH2:9][CH:10]1[CH2:15][N:14]2[N:16]=[C:17]([I:24])[C:18]([C:19]([O:21][CH2:22][CH3:23])=[O:20])=[C:13]2[CH2:12][N:11]1[C:26](=[O:27])[NH:25][C:28]1[CH:29]=[CH:30][C:31]([C:32]#[N:33])=[CH:34][CH:35]=1)([C:4]([CH3:7])([CH3:6])[CH3:5])([CH3:2])[CH3:3], predict the reactants needed to synthesize it. The reactants are: [Si:1]([O:8][CH2:9][CH:10]1[CH2:15][N:14]2[N:16]=[C:17]([I:24])[C:18]([C:19]([O:21][CH2:22][CH3:23])=[O:20])=[C:13]2[CH2:12][NH:11]1)([C:4]([CH3:7])([CH3:6])[CH3:5])([CH3:3])[CH3:2].[N:25]([C:28]1[CH:35]=[CH:34][C:31]([C:32]#[N:33])=[CH:30][CH:29]=1)=[C:26]=[O:27]. (2) Given the product [CH2:60]([O:59]/[CH:57]=[CH:58]/[C:23]1[C:22]([C:32]([O:34][CH3:35])=[O:33])=[N:21][CH:20]=[C:19]2[N:15]([S:12]([C:6]3[CH:7]=[CH:8][CH:9]=[CH:10][CH:11]=3)(=[O:13])=[O:14])[CH:16]=[CH:17][C:18]=12)[CH2:61][CH2:62][CH3:63], predict the reactants needed to synthesize it. The reactants are: C(=O)=O.N#N.[C:6]1([S:12]([N:15]2[C:19]3=[CH:20][N:21]=[C:22]([C:32]([O:34][CH3:35])=[O:33])[C:23](OS(C(F)(F)F)(=O)=O)=[C:18]3[CH:17]=[CH:16]2)(=[O:14])=[O:13])[CH:11]=[CH:10][CH:9]=[CH:8][CH:7]=1.P(C(C)(C)C)(C(C)(C)C)C(C)(C)C.[H+].[B-](F)(F)(F)F.[Li+].[Cl-].[CH:57]([O:59][CH2:60][CH2:61][CH2:62][CH3:63])=[CH2:58].C1(C(N)C2CCCCC2)CCCCC1. (3) Given the product [Br:23][CH2:15][C:6]1[C:5]([O:4][C:3]2[CH:16]=[CH:17][C:18]([N+:20]([O-:22])=[O:21])=[CH:19][C:2]=2[Cl:1])=[CH:14][CH:13]=[CH:12][C:7]=1[C:8]([O:10][CH3:11])=[O:9], predict the reactants needed to synthesize it. The reactants are: [Cl:1][C:2]1[CH:19]=[C:18]([N+:20]([O-:22])=[O:21])[CH:17]=[CH:16][C:3]=1[O:4][C:5]1[C:6]([CH3:15])=[C:7]([CH:12]=[CH:13][CH:14]=1)[C:8]([O:10][CH3:11])=[O:9].[Br:23]N1C(=O)CCC1=O. (4) Given the product [F:32][C:29]1[CH:28]=[N:27][C:26]([CH:9]2[CH2:11][CH:10]2[CH2:12][NH:13][C:14](=[O:23])[O:15][CH2:16][C:17]2[CH:18]=[CH:19][CH:20]=[CH:21][CH:22]=2)=[N:31][CH:30]=1, predict the reactants needed to synthesize it. The reactants are: CC1(C)C(C)(C)OB([CH:9]2[CH2:11][CH:10]2[CH2:12][NH:13][C:14](=[O:23])[O:15][CH2:16][C:17]2[CH:22]=[CH:21][CH:20]=[CH:19][CH:18]=2)O1.Cl[C:26]1[N:31]=[CH:30][C:29]([F:32])=[CH:28][N:27]=1.C(=O)([O-])[O-].[K+].[K+]. (5) Given the product [Br:1][C:2]1[CH:7]=[C:6]([C:8]2[CH:9]=[CH:10][C:11]([C:14]#[N:15])=[CH:12][CH:13]=2)[CH:5]=[C:4]([CH2:16][O:17][CH2:18][C:19]2([C:32]3[CH:37]=[CH:36][CH:35]=[CH:34][CH:33]=3)[CH2:24][CH2:23][NH:22][CH2:21][CH2:20]2)[CH:3]=1, predict the reactants needed to synthesize it. The reactants are: [Br:1][C:2]1[CH:3]=[C:4]([CH2:16][O:17][CH2:18][C:19]2([C:32]3[CH:37]=[CH:36][CH:35]=[CH:34][CH:33]=3)[CH2:24][CH2:23][N:22](C(OC(C)(C)C)=O)[CH2:21][CH2:20]2)[CH:5]=[C:6]([C:8]2[CH:13]=[CH:12][C:11]([C:14]#[N:15])=[CH:10][CH:9]=2)[CH:7]=1.FC(F)(F)C(O)=O.C(Cl)Cl. (6) Given the product [Cl:29][C:30]1[CH:35]=[CH:34][CH:33]=[C:32]([Cl:36])[C:31]=1[C:37]1[C:41]([C:42]([O:1][C@H:2]([C:23]2[CH:24]=[CH:25][CH:26]=[CH:27][CH:28]=2)[CH2:3][CH2:4][N:5]2[CH2:10][CH2:9][CH:8]([C:11]3[CH:16]=[CH:15][CH:14]=[C:13]([NH:17][C:18](=[O:22])[CH:19]([CH3:21])[CH3:20])[CH:12]=3)[CH2:7][CH2:6]2)=[O:43])=[C:40]([CH3:45])[O:39][N:38]=1, predict the reactants needed to synthesize it. The reactants are: [OH:1][C@H:2]([C:23]1[CH:28]=[CH:27][CH:26]=[CH:25][CH:24]=1)[CH2:3][CH2:4][N:5]1[CH2:10][CH2:9][CH:8]([C:11]2[CH:12]=[C:13]([NH:17][C:18](=[O:22])[CH:19]([CH3:21])[CH3:20])[CH:14]=[CH:15][CH:16]=2)[CH2:7][CH2:6]1.[Cl:29][C:30]1[CH:35]=[CH:34][CH:33]=[C:32]([Cl:36])[C:31]=1[C:37]1[C:41]([C:42](Cl)=[O:43])=[C:40]([CH3:45])[O:39][N:38]=1. (7) Given the product [CH2:30]([O:21][C:18](=[O:19])[NH:17][C@H:13]1[CH2:14][CH2:15][CH2:16][C@@H:11]([N:8]2[CH2:7][CH2:6][N:5]([CH3:4])[CH2:10][CH2:9]2)[CH2:12]1)[C:24]1[CH:29]=[CH:28][CH:27]=[CH:26][CH:25]=1, predict the reactants needed to synthesize it. The reactants are: Cl.Cl.Cl.[CH3:4][N:5]1[CH2:10][CH2:9][N:8]([C@@H:11]2[CH2:16][CH2:15][CH2:14][C@H:13]([NH2:17])[CH2:12]2)[CH2:7][CH2:6]1.[C:18]([O-:21])([O-])=[O:19].[K+].[K+].[C:24]1([CH3:30])[CH:29]=[CH:28][CH:27]=[CH:26][CH:25]=1. (8) Given the product [CH3:1][CH2:2][C@@H:3]([C:5]([O:7][C@@H:8]1[C@@H:13]2[C@@H:14]([CH2:19][CH2:20][C@@H:21]([OH:29])[CH2:22][C@@H:23]([OH:28])[CH2:24][C:25]([OH:27])=[O:26])[C@@H:15]([CH3:18])[CH:16]=[CH:17][C:12]2=[CH:11][C@@H:10]([OH:30])[CH2:9]1)=[O:6])[CH3:4], predict the reactants needed to synthesize it. The reactants are: [CH3:1][CH2:2][C@@H:3]([C:5]([O:7][C@@H:8]1[C@@H:13]2[C@@H:14]([CH2:19][CH2:20][C@@H:21]([OH:29])[CH2:22][C@@H:23]([OH:28])[CH2:24][C:25]([OH:27])=[O:26])[C@@H:15]([CH3:18])[CH:16]=[CH:17][C:12]2=[CH:11][C@@H:10]([OH:30])[CH2:9]1)=[O:6])[CH3:4].C(NCC1C=CC=CC=1)C1C=CC=CC=1.C(NCC1C=CC=CC=1)C1C=CC=CC=1.C(OCC(C)C)(=O)C.O.[OH-].[Na+]. (9) Given the product [CH3:1][C:2]1[N:7]=[C:6]2[S:8][C:9]3[CH2:14][CH2:13][CH2:12][CH2:11][C:10]=3[C:5]2=[C:4]([C:15]2[CH:20]=[CH:19][C:18]([CH3:21])=[CH:17][C:16]=2[O:22][CH3:23])[C:3]=1[CH:24]([CH2:29][CH2:30][CH3:31])[C:25]([OH:27])=[O:26], predict the reactants needed to synthesize it. The reactants are: [CH3:1][C:2]1[N:7]=[C:6]2[S:8][C:9]3[CH2:14][CH2:13][CH2:12][CH2:11][C:10]=3[C:5]2=[C:4]([C:15]2[CH:20]=[CH:19][C:18]([CH3:21])=[CH:17][C:16]=2[O:22][CH3:23])[C:3]=1[CH:24]([CH2:29][CH2:30][CH3:31])[C:25]([O:27]C)=[O:26].[OH-].[Na+]. (10) Given the product [N:21]1([C:19]2[N:20]=[C:15]([C:12]3[CH:13]=[N:14][C:9]([NH2:8])=[N:10][CH:11]=3)[C:16]3[CH2:29][CH2:28][N:27]([C:30]4[CH:35]=[CH:34][N:33]=[CH:32][CH:31]=4)[C:17]=3[N:18]=2)[CH2:22][CH2:23][O:24][CH2:25][CH2:26]1, predict the reactants needed to synthesize it. The reactants are: COC1C=CC(C[N:8](CC2C=CC(OC)=CC=2)[C:9]2[N:14]=[CH:13][C:12]([C:15]3[C:16]4[CH2:29][CH2:28][N:27]([C:30]5[CH:35]=[CH:34][N:33]=[CH:32][CH:31]=5)[C:17]=4[N:18]=[C:19]([N:21]4[CH2:26][CH2:25][O:24][CH2:23][CH2:22]4)[N:20]=3)=[CH:11][N:10]=2)=CC=1.C(O)(C(F)(F)F)=O.